This data is from Reaction yield outcomes from USPTO patents with 853,638 reactions. The task is: Predict the reaction yield, written as a fraction of the theoretical maximum amount of product (1.0 means a 100% yield; for example, 0.34 means a 34% yield). (1) The reactants are C[O:2][C:3]([C:5]1[C:13]([NH:14][C:15]2[CH:20]=[CH:19][C:18]([Br:21])=[CH:17][C:16]=2[CH3:22])=[C:12]([F:23])[C:8]2[NH:9][CH:10]=[N:11][C:7]=2[CH:6]=1)=O.O.[NH2:25][NH2:26]. The catalyst is CCO. The product is [Br:21][C:18]1[CH:19]=[CH:20][C:15]([NH:14][C:13]2[C:5]([C:3]([NH:25][NH2:26])=[O:2])=[CH:6][C:7]3[NH:11][CH:10]=[N:9][C:8]=3[C:12]=2[F:23])=[C:16]([CH3:22])[CH:17]=1. The yield is 0.810. (2) The reactants are [C:1]([OH:10])(=[O:9])[C@@H:2]([C@H:4]([C:6]([OH:8])=[O:7])[OH:5])[OH:3].[Cl:11][C:12]1[CH:32]=[C:31]([Cl:33])[CH:30]=[CH:29][C:13]=1[CH2:14][N:15]([CH:23]1[CH2:28][CH2:27][NH:26][CH2:25][CH2:24]1)[CH2:16][CH2:17][O:18][C:19]([F:22])([F:21])[F:20]. The catalyst is CO. The product is [C:6]([C@@H:4]([C@H:2]([C:1]([OH:10])=[O:9])[OH:3])[OH:5])([OH:8])=[O:7].[F:22][C:19]([F:20])([F:21])[O:18][CH2:17][CH2:16][N:15]([CH2:14][C:13]1[CH:29]=[CH:30][C:31]([Cl:33])=[CH:32][C:12]=1[Cl:11])[CH:23]1[CH2:24][CH2:25][NH:26][CH2:27][CH2:28]1. The yield is 0.970. (3) The reactants are [Br:1][C:2]1[CH:3]=[CH:4][C:5]([OH:18])=[C:6]([C:8](=[O:17])[CH2:9][C:10]2[CH:15]=[CH:14][CH:13]=[CH:12][C:11]=2[F:16])[CH:7]=1.[C:19](O[C:19](=O)[CH2:20][CH2:21][CH3:22])(=O)[CH2:20][CH2:21][CH3:22].Cl. The catalyst is C(N(CC)CC)C. The product is [Br:1][C:2]1[CH:7]=[C:6]2[C:5](=[CH:4][CH:3]=1)[O:18][C:19]([CH2:20][CH2:21][CH3:22])=[C:9]([C:10]1[CH:15]=[CH:14][CH:13]=[CH:12][C:11]=1[F:16])[C:8]2=[O:17]. The yield is 0.690. (4) The reactants are CC([Si](C)(C)[O:6][CH2:7][C:8]1[CH:16]=[C:15]2[N:11]([CH2:12][CH2:13][CH2:14]2)[C:10](=[O:17])[CH:9]=1)(C)C.C(O)(=O)C.[F-].C([N+](CCCC)(CCCC)CCCC)CCC. The catalyst is O1CCCC1. The product is [OH:6][CH2:7][C:8]1[CH:16]=[C:15]2[N:11]([CH2:12][CH2:13][CH2:14]2)[C:10](=[O:17])[CH:9]=1. The yield is 0.800. (5) The reactants are [OH:1][C:2]([CH3:30])([CH3:29])[C:3]#[C:4][C:5]1[C:26]([O:27][CH3:28])=[CH:25][C:8]2[C:9]([CH3:24])([CH3:23])[C:10]3[NH:11][C:12]4[C:17]([C:18]=3[C:19](=[O:20])[C:7]=2[CH:6]=1)=[CH:16][CH:15]=[C:14]([C:21]#[N:22])[CH:13]=4. The catalyst is C(O)C.CN(C)C(=O)C.[Pd]. The product is [OH:1][C:2]([CH3:30])([CH3:29])[CH2:3][CH2:4][C:5]1[C:26]([O:27][CH3:28])=[CH:25][C:8]2[C:9]([CH3:23])([CH3:24])[C:10]3[NH:11][C:12]4[C:17]([C:18]=3[C:19](=[O:20])[C:7]=2[CH:6]=1)=[CH:16][CH:15]=[C:14]([C:21]#[N:22])[CH:13]=4. The yield is 0.800.